This data is from NCI-60 drug combinations with 297,098 pairs across 59 cell lines. The task is: Regression. Given two drug SMILES strings and cell line genomic features, predict the synergy score measuring deviation from expected non-interaction effect. Drug 1: CC(C)NC(=O)C1=CC=C(C=C1)CNNC.Cl. Synergy scores: CSS=39.4, Synergy_ZIP=-2.24, Synergy_Bliss=-5.34, Synergy_Loewe=-5.68, Synergy_HSA=-2.15. Drug 2: CC1C(C(CC(O1)OC2CC(CC3=C2C(=C4C(=C3O)C(=O)C5=CC=CC=C5C4=O)O)(C(=O)C)O)N)O. Cell line: RPMI-8226.